From a dataset of Volume of distribution at steady state (VDss) regression data from Lombardo et al.. Regression/Classification. Given a drug SMILES string, predict its absorption, distribution, metabolism, or excretion properties. Task type varies by dataset: regression for continuous measurements (e.g., permeability, clearance, half-life) or binary classification for categorical outcomes (e.g., BBB penetration, CYP inhibition). For this dataset (vdss_lombardo), we predict log10(VDss) (log10 of volume of distribution in L/kg). The molecule is CC(=O)CC(c1ccccc1)c1c([O-])c2ccccc2oc1=O. The log10(VDss) is -0.890.